Predict the product of the given reaction. From a dataset of Forward reaction prediction with 1.9M reactions from USPTO patents (1976-2016). (1) Given the reactants [N+:1]([C:4]1[CH:9]=[CH:8][CH:7]=[CH:6][C:5]=1[CH:10](O)[CH3:11])([O-:3])=[O:2].C(N(C(C)C)CC)(C)C.CS([Cl:26])(=O)=O, predict the reaction product. The product is: [Cl:26][CH:10]([C:5]1[CH:6]=[CH:7][CH:8]=[CH:9][C:4]=1[N+:1]([O-:3])=[O:2])[CH3:11]. (2) Given the reactants Br[C:2]1[NH:3][CH:4]=[C:5]([CH:7]=[O:8])[CH:6]=1.C([O-])([O-])=O.[Na+].[Na+].[C:15]1(B(O)O)[CH:20]=[CH:19][CH:18]=[CH:17][CH:16]=1.C(Cl)Cl, predict the reaction product. The product is: [C:15]1([C:2]2[NH:3][CH:4]=[C:5]([CH:7]=[O:8])[CH:6]=2)[CH:20]=[CH:19][CH:18]=[CH:17][CH:16]=1. (3) Given the reactants [Br:1][C:2]1[C:20]([CH3:21])=[C:19]([N+:22]([O-])=O)[CH:18]=[C:17]([Br:25])[C:3]=1[O:4][C:5]1[CH:6]=[C:7]([CH:14]([CH3:16])[CH3:15])[C:8]([OH:13])=[C:9]([CH:12]=1)[CH:10]=[O:11].[O-]S(S([O-])=O)=O.[Na+].[Na+].C([O-])(O)=O.[Na+], predict the reaction product. The product is: [NH2:22][C:19]1[CH:18]=[C:17]([Br:25])[C:3]([O:4][C:5]2[CH:6]=[C:7]([CH:14]([CH3:16])[CH3:15])[C:8]([OH:13])=[C:9]([CH:12]=2)[CH:10]=[O:11])=[C:2]([Br:1])[C:20]=1[CH3:21]. (4) Given the reactants CCN=C=NCCCN(C)C.[F:12][C:13]1[CH:18]=[CH:17][C:16]([N:19]2[C:24](=[O:25])[C:23]([C:26]([OH:28])=O)=[CH:22][CH:21]=[N:20]2)=[CH:15][CH:14]=1.CCN(C(C)C)C(C)C.[CH3:38][O:39][C:40]1[CH:75]=[CH:74][C:43]([CH2:44][N:45]2[C:49]3=[N:50][CH:51]=[CH:52][C:53]([O:54][C:55]4[CH:60]=[CH:59][C:58]([NH2:61])=[CH:57][C:56]=4[F:62])=[C:48]3[C:47]([NH:63][CH:64]3[CH2:69][CH2:68][N:67]([CH2:70][CH2:71][O:72][CH3:73])[CH2:66][CH2:65]3)=[N:46]2)=[CH:42][CH:41]=1, predict the reaction product. The product is: [CH3:38][O:39][C:40]1[CH:41]=[CH:42][C:43]([CH2:44][N:45]2[C:49]3=[N:50][CH:51]=[CH:52][C:53]([O:54][C:55]4[CH:60]=[CH:59][C:58]([NH:61][C:26]([C:23]5[C:24](=[O:25])[N:19]([C:16]6[CH:15]=[CH:14][C:13]([F:12])=[CH:18][CH:17]=6)[N:20]=[CH:21][CH:22]=5)=[O:28])=[CH:57][C:56]=4[F:62])=[C:48]3[C:47]([NH:63][CH:64]3[CH2:65][CH2:66][N:67]([CH2:70][CH2:71][O:72][CH3:73])[CH2:68][CH2:69]3)=[N:46]2)=[CH:74][CH:75]=1. (5) Given the reactants [CH2:1]([O:3][C:4]1[CH:9]=[CH:8][CH:7]=[CH:6][C:5]=1[CH2:10][CH2:11][N:12]1[CH:16]=[C:15]([C:17]2[CH:22]=[C:21]([C:23]#[N:24])[CH:20]=[CH:19][N:18]=2)[N:14]=[CH:13]1)[CH3:2].[NH4+].[Cl-].[N-:27]=[N+:28]=[N-:29].[Na+].Cl.[OH-].[Na+], predict the reaction product. The product is: [CH2:1]([O:3][C:4]1[CH:9]=[CH:8][CH:7]=[CH:6][C:5]=1[CH2:10][CH2:11][N:12]1[CH:16]=[C:15]([C:17]2[CH:22]=[C:21]([C:23]3[N:27]=[N:28][NH:29][N:24]=3)[CH:20]=[CH:19][N:18]=2)[N:14]=[CH:13]1)[CH3:2]. (6) Given the reactants [NH2:1][C:2]1[N:3]=[C:4]([Cl:13])[C:5]2[C:11](=[O:12])[CH2:10][CH2:9][NH:8][C:6]=2[N:7]=1.Cl.Cl[CH2:16][C:17]1[C:22]([CH3:23])=[C:21]([O:24][CH3:25])[C:20]([CH3:26])=[CH:19][N:18]=1.C(=O)([O-])[O-].[Cs+].[Cs+], predict the reaction product. The product is: [NH2:1][C:2]1[N:3]=[C:4]([Cl:13])[C:5]2[C:11](=[O:12])[CH2:10][CH2:9][N:8]([CH2:16][C:17]3[C:22]([CH3:23])=[C:21]([O:24][CH3:25])[C:20]([CH3:26])=[CH:19][N:18]=3)[C:6]=2[N:7]=1.